This data is from Reaction yield outcomes from USPTO patents with 853,638 reactions. The task is: Predict the reaction yield, written as a fraction of the theoretical maximum amount of product (1.0 means a 100% yield; for example, 0.34 means a 34% yield). The reactants are C([O:8][C:9]1[CH:18]=[C:17]2[C:12]([CH:13]=[CH:14][C:15]([OH:19])=[CH:16]2)=[CH:11][C:10]=1[C:20]1[S:21][C:22]([N:25]([CH3:36])[CH:26]2[CH2:31][C:30]([CH3:33])([CH3:32])[NH:29][C:28]([CH3:35])([CH3:34])[CH2:27]2)=[N:23][N:24]=1)C1C=CC=CC=1.B(Br)(Br)Br.CO. The product is [CH3:36][N:25]([CH:26]1[CH2:31][C:30]([CH3:33])([CH3:32])[NH:29][C:28]([CH3:35])([CH3:34])[CH2:27]1)[C:22]1[S:21][C:20]([C:10]2[C:9]([OH:8])=[CH:18][C:17]3[C:12]([CH:11]=2)=[CH:13][CH:14]=[C:15]([OH:19])[CH:16]=3)=[N:24][N:23]=1. The yield is 0.492. The catalyst is C(Cl)Cl.